From a dataset of Full USPTO retrosynthesis dataset with 1.9M reactions from patents (1976-2016). Predict the reactants needed to synthesize the given product. (1) Given the product [OH:23][CH2:10][C:11]1[CH:12]=[C:13]([CH:14]=[CH:15][C:16]=1[O:17][CH3:18])[C:1]([OH:4])=[O:2], predict the reactants needed to synthesize it. The reactants are: [C:1]([O-:4])([O-])=[O:2].[K+].[K+].[OH-].[K+].Cl[CH2:10][C:11]1[CH:12]=[C:13](C(=O)C)[CH:14]=[CH:15][C:16]=1[O:17][CH3:18].S(=O)(=O)(O)[OH:23]. (2) Given the product [O:4]1[C:5]2([CH2:10][CH2:9][CH:8]([C:11]([O:13][CH2:14][CH3:15])=[O:12])[CH2:7]2)[O:1][CH2:2][CH2:3]1, predict the reactants needed to synthesize it. The reactants are: [O:1]1[C:5]2([CH2:10][CH2:9][CH:8]([C:11]([O:13][CH2:14][CH3:15])=[O:12])[CH2:7]C2)[O:4][CH2:3][CH2:2]1.O=C1CCC(C(OCC)=O)C1.O=C1CCC(C(OCC)=O)CC1. (3) Given the product [S:40]([O:23][CH:21]([CH3:22])[CH2:20][C:12]1[C:11]([C:10]([C:7]2[CH:8]=[CH:9][C:4]([N+:1]([O-:3])=[O:2])=[CH:5][CH:6]=2)=[N:24][NH:25][C:26]2[N:27]=[CH:28][CH:29]=[CH:30][N:31]=2)=[CH:19][C:15]2[O:16][CH2:17][O:18][C:14]=2[CH:13]=1)(=[O:42])(=[O:41])[CH3:39], predict the reactants needed to synthesize it. The reactants are: [N+:1]([C:4]1[CH:9]=[CH:8][C:7]([C:10](=[N:24][NH:25][C:26]2[N:31]=[CH:30][CH:29]=[CH:28][N:27]=2)[C:11]2[C:12]([CH2:20][CH:21]([OH:23])[CH3:22])=[CH:13][C:14]3[O:18][CH2:17][O:16][C:15]=3[CH:19]=2)=[CH:6][CH:5]=1)([O-:3])=[O:2].C(N(CC)CC)C.[CH3:39][S:40](Cl)(=[O:42])=[O:41]. (4) Given the product [NH:8]1[CH2:13][CH2:12][CH:11]([CH2:14][O:15][C:16](=[O:21])[C:17]([CH3:19])([CH3:18])[CH3:20])[CH2:10][CH2:9]1, predict the reactants needed to synthesize it. The reactants are: C(OC([N:8]1[CH2:13][CH2:12][CH:11]([CH2:14][O:15][C:16](=[O:21])[C:17]([CH3:20])([CH3:19])[CH3:18])[CH2:10][CH2:9]1)=O)(C)(C)C.C(O)(C(F)(F)F)=O. (5) Given the product [C:51]([OH:56])(=[O:55])[C:52]([OH:54])=[O:53].[CH3:1][O:2][C:3]1[CH:15]=[CH:14][C:6]2[N:7]([C:8]3[CH:13]=[CH:12][CH:11]=[CH:10][N:9]=3)[C:25](/[CH:24]=[CH:23]/[C:19]3[S:20][CH:21]=[CH:22][C:18]=3[CH3:17])=[N:16][C:5]=2[CH:4]=1, predict the reactants needed to synthesize it. The reactants are: [CH3:1][O:2][C:3]1[CH:15]=[CH:14][C:6]([NH:7][C:8]2[CH:13]=[CH:12][CH:11]=[CH:10][N:9]=2)=[C:5]([NH2:16])[CH:4]=1.[CH3:17][C:18]1[CH:22]=[CH:21][S:20][C:19]=1/[CH:23]=[CH:24]/[C:25](Cl)=O.N1C=CC=CC=1N1C2C=CC=CC=2N=C1/C=C/C1C=CC=CC=1.[C:51]([OH:56])(=[O:55])[C:52]([OH:54])=[O:53].